Task: Predict the reactants needed to synthesize the given product.. Dataset: Full USPTO retrosynthesis dataset with 1.9M reactions from patents (1976-2016) Given the product [Cl:19][C:20]1[CH:21]=[C:22]([NH:23][C:29]([NH:16][C:15]2[CH:17]=[CH:18][C:12]([O:11][C:9]3[C:10]4[N:2]([CH3:1])[CH:3]=[CH:4][C:5]=4[N:6]=[CH:7][N:8]=3)=[CH:13][CH:14]=2)=[O:30])[CH:24]=[CH:25][CH:26]=1, predict the reactants needed to synthesize it. The reactants are: [CH3:1][N:2]1[C:10]2[C:9]([O:11][C:12]3[CH:18]=[CH:17][C:15]([NH2:16])=[CH:14][CH:13]=3)=[N:8][CH:7]=[N:6][C:5]=2[CH:4]=[CH:3]1.[Cl:19][C:20]1[CH:21]=[C:22]([CH:24]=[CH:25][CH:26]=1)[NH2:23].CN(C)[CH:29]=[O:30].